From a dataset of Full USPTO retrosynthesis dataset with 1.9M reactions from patents (1976-2016). Predict the reactants needed to synthesize the given product. (1) Given the product [NH2:36][C:27]1[C:26]2[N:25]=[C:24]([CH2:37][CH2:38][CH2:39][CH3:40])[N:23]([CH2:22][CH2:21][CH2:20][CH2:19][O:18][NH:17][C:15]([NH:14][C:8]3[CH:13]=[CH:12][CH:11]=[CH:10][CH:9]=3)=[O:16])[C:35]=2[C:34]2[CH:33]=[CH:32][CH:31]=[CH:30][C:29]=2[N:28]=1, predict the reactants needed to synthesize it. The reactants are: C(N(CC)CC)C.[C:8]1([N:14]=[C:15]=[O:16])[CH:13]=[CH:12][CH:11]=[CH:10][CH:9]=1.[NH2:17][O:18][CH2:19][CH2:20][CH2:21][CH2:22][N:23]1[C:35]2[C:34]3[CH:33]=[CH:32][CH:31]=[CH:30][C:29]=3[N:28]=[C:27]([NH2:36])[C:26]=2[N:25]=[C:24]1[CH2:37][CH2:38][CH2:39][CH3:40]. (2) Given the product [Br:1][C:2]1[CH:3]=[C:4]2[C:8](=[CH:9][C:10]=1[O:11][CH3:12])[C:7](=[O:13])[CH:6]([CH2:14][C:15]1[CH:20]=[CH:19][C:18]([S:21][C:22]([F:24])([F:23])[F:25])=[CH:17][CH:16]=1)[CH2:5]2, predict the reactants needed to synthesize it. The reactants are: [Br:1][C:2]1[CH:3]=[C:4]2[C:8](=[CH:9][C:10]=1[O:11][CH3:12])[C:7](=[O:13])/[C:6](=[CH:14]/[C:15]1[CH:20]=[CH:19][C:18]([S:21][C:22]([F:25])([F:24])[F:23])=[CH:17][CH:16]=1)/[CH2:5]2. (3) Given the product [CH3:1][O:2][C:3](=[O:32])[C:4]1[CH:9]=[C:8]([O:10][C:11]2[CH:16]=[CH:15][C:14]([NH:17][S:33]([C:36]3[CH:42]=[CH:41][C:39]([CH3:40])=[CH:38][CH:37]=3)(=[O:35])=[O:34])=[C:13]([NH:18][CH2:19][CH3:20])[CH:12]=2)[CH:7]=[CH:6][C:5]=1[NH:21][S:22]([C:25]1[CH:26]=[CH:27][C:28]([CH3:31])=[CH:29][CH:30]=1)(=[O:24])=[O:23], predict the reactants needed to synthesize it. The reactants are: [CH3:1][O:2][C:3](=[O:32])[C:4]1[CH:9]=[C:8]([O:10][C:11]2[CH:16]=[CH:15][C:14]([NH2:17])=[C:13]([NH:18][CH2:19][CH3:20])[CH:12]=2)[CH:7]=[CH:6][C:5]=1[NH:21][S:22]([C:25]1[CH:30]=[CH:29][C:28]([CH3:31])=[CH:27][CH:26]=1)(=[O:24])=[O:23].[S:33](Cl)([C:36]1[CH:42]=[CH:41][C:39]([CH3:40])=[CH:38][CH:37]=1)(=[O:35])=[O:34].N1C=CC=CC=1. (4) The reactants are: [CH3:1][O:2][C:3]1[CH:4]=[CH:5][C:6]2[S:12][CH2:11][CH2:10][NH:9][CH2:8][C:7]=2[N:13]=1.[CH:14]([C:16]1[CH:25]=[CH:24][C:19]([C:20]([O:22][CH3:23])=[O:21])=[C:18]([O:26][CH3:27])[CH:17]=1)=O.C(O[BH-](OC(=O)C)OC(=O)C)(=O)C.[Na+]. Given the product [CH3:27][O:26][C:18]1[CH:17]=[C:16]([CH2:14][N:9]2[CH2:8][C:7]3[N:13]=[C:3]([O:2][CH3:1])[CH:4]=[CH:5][C:6]=3[S:12][CH2:11][CH2:10]2)[CH:25]=[CH:24][C:19]=1[C:20]([O:22][CH3:23])=[O:21], predict the reactants needed to synthesize it. (5) Given the product [Cl:15][C:2]1[C:6]2[NH:7][C:8]([C:10]([O:12][CH2:13][CH3:14])=[O:11])=[CH:9][C:5]=2[O:4][CH:3]=1, predict the reactants needed to synthesize it. The reactants are: Br[C:2]1[C:6]2[NH:7][C:8]([C:10]([O:12][CH2:13][CH3:14])=[O:11])=[CH:9][C:5]=2[O:4][CH:3]=1.[Cl:15]C1C2NC(C(OCC)=O)=CC=2SC=1. (6) Given the product [C:13]([C:11]1[CH:10]=[N:9][CH:8]=[C:7]([CH2:6][N:1]2[CH2:5][CH2:4][CH2:3][CH2:2]2)[CH:12]=1)#[CH:14], predict the reactants needed to synthesize it. The reactants are: [N:1]1([CH2:6][C:7]2[CH:8]=[N:9][CH:10]=[C:11]([C:13]#[C:14][Si](C)(C)C)[CH:12]=2)[CH2:5][CH2:4][CH2:3][CH2:2]1.[F-].C([N+](CCCC)(CCCC)CCCC)CCC. (7) Given the product [CH3:13][C:11]1[O:10][N:9]=[C:8]([NH:7][C:5](=[O:6])[CH2:4][CH2:3][NH:2][C:39]([NH:38][C:24]2[S:25][C:26]([C:27]3[CH:28]=[CH:29][C:30]([N:33]4[CH:37]=[CH:36][CH:35]=[N:34]4)=[CH:31][CH:32]=3)=[C:22]([CH3:21])[N:23]=2)=[O:40])[CH:12]=1, predict the reactants needed to synthesize it. The reactants are: Cl.[NH2:2][CH2:3][CH2:4][C:5]([NH:7][C:8]1[CH:12]=[C:11]([CH3:13])[O:10][N:9]=1)=[O:6].C(N(CC)CC)C.[CH3:21][C:22]1[N:23]=[C:24]([NH:38][C:39](N2C=CN=C2)=[O:40])[S:25][C:26]=1[C:27]1[CH:32]=[CH:31][C:30]([N:33]2[CH:37]=[CH:36][CH:35]=[N:34]2)=[CH:29][CH:28]=1.O.